Task: Predict the reaction yield, written as a fraction of the theoretical maximum amount of product (1.0 means a 100% yield; for example, 0.34 means a 34% yield).. Dataset: Reaction yield outcomes from USPTO patents with 853,638 reactions (1) The reactants are [H-].[Na+].[C:3]([O:7][C:8](=[O:13])C(C#N)C)([CH3:6])([CH3:5])[CH3:4].Br[CH2:15]CBr.N12CCC[N:25]=[C:24]1[CH2:23][CH2:22][CH2:21]CC2.[Cl-].[NH4+]. The catalyst is CN(C)C=O.O. The product is [C:3]([O:7][C:8](=[O:13])[C:23]([C:24]#[N:25])([CH3:15])[CH:22]=[CH2:21])([CH3:6])([CH3:5])[CH3:4]. The yield is 0.870. (2) The reactants are CS(C)=O.C(Cl)(=O)C(Cl)=[O:7].[CH2:11]([C:13]1([CH2:28][CH2:29][OH:30])[C:18]2[NH:19][C:20]3[C:25]([C:17]=2[CH2:16][CH2:15][O:14]1)=[CH:24][CH:23]=[CH:22][C:21]=3[CH2:26][CH3:27])[CH3:12]. The catalyst is C(Cl)Cl.[NH4+].[Cl-]. The product is [CH2:11]([C:13]1([CH2:28][CH:29]([OH:7])[OH:30])[C:18]2[NH:19][C:20]3[C:25]([C:17]=2[CH2:16][CH2:15][O:14]1)=[CH:24][CH:23]=[CH:22][C:21]=3[CH2:26][CH3:27])[CH3:12]. The yield is 0.320. (3) The product is [F:14][C:13]([F:16])([F:15])[C:12]([F:18])([F:17])[CH2:11][CH2:10][CH2:9][CH2:8][CH2:7][CH2:6][I:19]. The reactants are CS(O[CH2:6][CH2:7][CH2:8][CH2:9][CH2:10][CH2:11][C:12]([F:18])([F:17])[C:13]([F:16])([F:15])[F:14])(=O)=O.[I-:19].[Na+]. The catalyst is CC(C)=O.O. The yield is 0.890. (4) The reactants are [CH3:1][O:2][C:3]1[N:8]=[CH:7][C:6]([NH:9][C:10]2[N:15]=[CH:14][C:13]([CH:16](O)[CH3:17])=[CH:12][C:11]=2[C:19]2[N:27]=[C:26]([CH3:28])[N:25]=[C:24]3[C:20]=2[N:21]=[CH:22][N:23]3C2CCCCO2)=[CH:5][CH:4]=1.C(N(CC)CC)C.CS(Cl)(=O)=O.[CH3:47][S:48]([N:51]1[CH2:56][CH2:55][NH:54][CH2:53][CH2:52]1)(=[O:50])=[O:49].[OH-].[Na+].Cl.C(O)(C(F)(F)F)=O. The catalyst is C(Cl)Cl. The product is [CH3:1][O:2][C:3]1[N:8]=[CH:7][C:6]([NH:9][C:10]2[C:11]([C:19]3[N:27]=[C:26]([CH3:28])[N:25]=[C:24]4[C:20]=3[N:21]=[CH:22][NH:23]4)=[CH:12][C:13]([CH:16]([N:54]3[CH2:55][CH2:56][N:51]([S:48]([CH3:47])(=[O:50])=[O:49])[CH2:52][CH2:53]3)[CH3:17])=[CH:14][N:15]=2)=[CH:5][CH:4]=1. The yield is 0.240. (5) The reactants are [CH2:1]1[C:10]2[C:5](=[CH:6][CH:7]=[CH:8][CH:9]=2)[CH2:4][CH2:3][N:2]1[CH2:11][CH2:12][CH2:13][CH2:14][O:15][C:16]1[N:25]=[C:24]2[C:19]([CH:20]=[CH:21][C:22](=[O:26])[NH:23]2)=[CH:18][CH:17]=1.[Cl:27]C1C=C2C(=CC=1)CNCC2. No catalyst specified. The product is [Cl:27][C:7]1[CH:6]=[C:5]2[C:10](=[CH:9][CH:8]=1)[CH2:1][N:2]([CH2:11][CH2:12][CH2:13][CH2:14][O:15][C:16]1[N:25]=[C:24]3[C:19]([CH:20]=[CH:21][C:22](=[O:26])[NH:23]3)=[CH:18][CH:17]=1)[CH2:3][CH2:4]2. The yield is 0.370. (6) The reactants are [CH3:1][O:2][C:3]1[C:4](=[O:15])[N:5]([CH3:14])[CH:6]=[CH:7][C:8]=1[C:9]([O:11][CH2:12][CH3:13])=[O:10].C1C(=O)N([I:23])C(=O)C1. The catalyst is CN(C=O)C.C(Cl)Cl. The product is [I:23][C:6]1[N:5]([CH3:14])[C:4](=[O:15])[C:3]([O:2][CH3:1])=[C:8]([C:9]([O:11][CH2:12][CH3:13])=[O:10])[CH:7]=1. The yield is 0.500.